From a dataset of Reaction yield outcomes from USPTO patents with 853,638 reactions. Predict the reaction yield, written as a fraction of the theoretical maximum amount of product (1.0 means a 100% yield; for example, 0.34 means a 34% yield). (1) The reactants are [CH2:1]([O:8][C:9]1[CH:10]=[C:11]([C:15]([C:17]2[CH:22]=[C:21]([O:23][CH3:24])[CH:20]=[C:19]([O:25][CH3:26])[CH:18]=2)=O)[CH:12]=[CH:13][CH:14]=1)[C:2]1[CH:7]=[CH:6][CH:5]=[CH:4][CH:3]=1.C(OP([CH2:35][C:36]#[N:37])(=O)OCC)C.C[Si]([N-][Si](C)(C)C)(C)C.[Li+].O1C2C=CC(C(C3C=C(OC)C=C(OC)C=3)=CC#N)=CC=2OCC1. The catalyst is C1COCC1. The product is [CH2:1]([O:8][C:9]1[CH:10]=[C:11]([C:15]([C:17]2[CH:22]=[C:21]([O:23][CH3:24])[CH:20]=[C:19]([O:25][CH3:26])[CH:18]=2)=[CH:35][C:36]#[N:37])[CH:12]=[CH:13][CH:14]=1)[C:2]1[CH:7]=[CH:6][CH:5]=[CH:4][CH:3]=1. The yield is 0.860. (2) The reactants are Cl.C1(C(=[N:15][C:16]2[CH:21]=[CH:20][C:19]([CH:22]3[CH2:27][CH2:26][CH2:25][CH:24]([CH2:28][C:29]([O:31][CH2:32][CH3:33])=[O:30])[CH2:23]3)=[CH:18][CH:17]=2)C2C=CC=CC=2)C=CC=CC=1.C(=O)([O-])[O-].[K+].[K+]. The catalyst is CCO. The product is [NH2:15][C:16]1[CH:17]=[CH:18][C:19]([CH:22]2[CH2:27][CH2:26][CH2:25][CH:24]([CH2:28][C:29]([O:31][CH2:32][CH3:33])=[O:30])[CH2:23]2)=[CH:20][CH:21]=1. The yield is 0.480. (3) The reactants are [Cl:1][C:2]1[C:3]([C:22]2[C:27]([CH3:28])=[CH:26][C:25]([CH3:29])=[CH:24][N:23]=2)=[CH:4][C:5]([N:8]2[CH2:13][CH2:12][CH:11]([NH:14][C:15](=[O:21])[O:16][C:17]([CH3:20])([CH3:19])[CH3:18])[CH2:10][CH2:9]2)=[N:6][CH:7]=1.[B-](F)(F)(F)[F:31].[B-](F)(F)(F)F.C1[N+]2(CCl)CC[N+](F)(CC2)C1. The catalyst is C(#N)C. The product is [Cl:1][C:2]1[C:3]([C:22]2[C:27]([CH3:28])=[CH:26][C:25]([CH3:29])=[CH:24][N:23]=2)=[C:4]([F:31])[C:5]([N:8]2[CH2:9][CH2:10][CH:11]([NH:14][C:15](=[O:21])[O:16][C:17]([CH3:18])([CH3:19])[CH3:20])[CH2:12][CH2:13]2)=[N:6][CH:7]=1. The yield is 0.290. (4) The product is [NH2:3][C:4]1[CH:5]=[C:6]([CH:9]=[CH:10][C:11]=1[F:12])[C:7](=[NH:8])[NH:1][OH:2]. The reactants are [NH2:1][OH:2].[NH2:3][C:4]1[CH:5]=[C:6]([CH:9]=[CH:10][C:11]=1[F:12])[C:7]#[N:8]. The yield is 1.00. The catalyst is CCO. (5) The reactants are Cl[C:2]1[CH:7]=[N:6][CH:5]=[CH:4][N:3]=1.C([O-])([O-])=O.[Na+].[Na+].C(O)C.[OH:17][CH2:18][C:19]#[C:20][C:21]1[CH:26]=[CH:25][C:24](B(O)O)=[CH:23][CH:22]=1. The catalyst is C1(C)C=CC=CC=1.C(OCC)(=O)C.C1C=CC(P(C2C=CC=CC=2)CCCCP(C2C=CC=CC=2)C2C=CC=CC=2)=CC=1.Cl[Pd]Cl. The product is [N:3]1[CH:4]=[CH:5][N:6]=[CH:7][C:2]=1[C:24]1[CH:25]=[CH:26][C:21]([C:20]#[C:19][CH2:18][OH:17])=[CH:22][CH:23]=1. The yield is 0.660. (6) The reactants are Cl.[CH2:2]([O:4][C:5](=[O:8])[CH2:6][NH2:7])[CH3:3].C([O-])(=O)C.[Na+].C([BH3-])#N.[Na+].[C:18]1(=O)[CH2:23][CH2:22][CH2:21][CH2:20][CH2:19]1.Cl. The catalyst is C(O)C. The product is [CH:18]1([NH:7][CH2:6][C:5]([O:4][CH2:2][CH3:3])=[O:8])[CH2:23][CH2:22][CH2:21][CH2:20][CH2:19]1. The yield is 0.890. (7) The reactants are Cl.[N:2]1[CH:7]=[CH:6][C:5]([N:8]2[CH2:13][CH2:12][CH:11]([C:14](Cl)=[O:15])[CH2:10][CH2:9]2)=[CH:4][CH:3]=1.Cl.[NH2:18][CH2:19][CH2:20][NH:21][C:22](=[O:38])[CH2:23][NH:24][S:25]([C:28]1[CH:37]=[CH:36][C:35]2[C:30](=[CH:31][CH:32]=[CH:33][CH:34]=2)[CH:29]=1)(=[O:27])=[O:26]. No catalyst specified. The product is [CH:29]1[C:30]2[C:35](=[CH:34][CH:33]=[CH:32][CH:31]=2)[CH:36]=[CH:37][C:28]=1[S:25]([NH:24][CH2:23][C:22]([NH:21][CH2:20][CH2:19][NH:18][C:14]([CH:11]1[CH2:12][CH2:13][N:8]([C:5]2[CH:6]=[CH:7][N:2]=[CH:3][CH:4]=2)[CH2:9][CH2:10]1)=[O:15])=[O:38])(=[O:27])=[O:26]. The yield is 0.490.